Dataset: Peptide-MHC class I binding affinity with 185,985 pairs from IEDB/IMGT. Task: Regression. Given a peptide amino acid sequence and an MHC pseudo amino acid sequence, predict their binding affinity value. This is MHC class I binding data. (1) The peptide sequence is DRKLAINSL. The MHC is HLA-A31:01 with pseudo-sequence HLA-A31:01. The binding affinity (normalized) is 0. (2) The peptide sequence is KVFFGPIYY. The MHC is HLA-C12:03 with pseudo-sequence HLA-C12:03. The binding affinity (normalized) is 0.648. (3) The peptide sequence is ATALANTI. The MHC is HLA-A02:03 with pseudo-sequence HLA-A02:03. The binding affinity (normalized) is 0.0741. (4) The peptide sequence is GVDGLGVSV. The MHC is HLA-A02:12 with pseudo-sequence HLA-A02:12. The binding affinity (normalized) is 0.337. (5) The peptide sequence is QFYWPVMNH. The MHC is HLA-A11:01 with pseudo-sequence HLA-A11:01. The binding affinity (normalized) is 0. (6) The binding affinity (normalized) is 0. The MHC is Mamu-B01 with pseudo-sequence Mamu-B01. The peptide sequence is MNPNQKII. (7) The peptide sequence is ELRQLAQSL. The MHC is HLA-A25:01 with pseudo-sequence HLA-A25:01. The binding affinity (normalized) is 0.0847. (8) The peptide sequence is RMNSNQVCI. The MHC is H-2-Db with pseudo-sequence H-2-Db. The binding affinity (normalized) is 0.725.